The task is: Predict which catalyst facilitates the given reaction.. This data is from Catalyst prediction with 721,799 reactions and 888 catalyst types from USPTO. Reactant: C(Cl)(=O)C(Cl)=O.[F:7][C:8]([F:48])([F:47])[C:9]1[CH:10]=[C:11]([CH:40]=[C:41]([C:43]([F:46])([F:45])[F:44])[CH:42]=1)[CH2:12][N:13]([CH2:18][C:19]1[CH:24]=[C:23]([C:25]([F:28])([F:27])[F:26])[CH:22]=[CH:21][C:20]=1[C:29]1[C:34]([O:35][CH3:36])=[CH:33][CH:32]=[C:31]([C:37]([OH:39])=O)[CH:30]=1)[C:14]([O:16][CH3:17])=[O:15].[C:49](=[N:52]O)([NH2:51])[CH3:50]. Product: [F:44][C:43]([F:46])([F:45])[C:41]1[CH:40]=[C:11]([CH:10]=[C:9]([C:8]([F:7])([F:48])[F:47])[CH:42]=1)[CH2:12][N:13]([CH2:18][C:19]1[CH:24]=[C:23]([C:25]([F:28])([F:27])[F:26])[CH:22]=[CH:21][C:20]=1[C:29]1[CH:30]=[C:31]([C:37]2[O:39][N:52]=[C:49]([CH3:50])[N:51]=2)[CH:32]=[CH:33][C:34]=1[O:35][CH3:36])[C:14](=[O:15])[O:16][CH3:17]. The catalyst class is: 454.